From a dataset of Full USPTO retrosynthesis dataset with 1.9M reactions from patents (1976-2016). Predict the reactants needed to synthesize the given product. (1) Given the product [F:18][C:19]1[CH:20]=[C:21]([NH:1][C:2]2[CH:3]=[CH:4][C:5]3[N:10]([CH3:11])[C:9](=[O:12])[O:8][C:7]([CH2:15][CH3:16])([CH2:13][CH3:14])[C:6]=3[CH:17]=2)[CH:22]=[CH:23][C:24]=1[F:25], predict the reactants needed to synthesize it. The reactants are: [NH2:1][C:2]1[CH:3]=[CH:4][C:5]2[N:10]([CH3:11])[C:9](=[O:12])[O:8][C:7]([CH2:15][CH3:16])([CH2:13][CH3:14])[C:6]=2[CH:17]=1.[F:18][C:19]1[CH:20]=[C:21](B(O)O)[CH:22]=[CH:23][C:24]=1[F:25]. (2) Given the product [CH:1]1([CH2:4][O:5][C:9]2[CH:14]=[C:13]([F:15])[CH:12]=[CH:11][C:10]=2[N+:16]([O-:18])=[O:17])[CH2:3][CH2:2]1, predict the reactants needed to synthesize it. The reactants are: [CH:1]1([CH2:4][OH:5])[CH2:3][CH2:2]1.[H-].[Na+].F[C:9]1[CH:14]=[C:13]([F:15])[CH:12]=[CH:11][C:10]=1[N+:16]([O-:18])=[O:17].